From a dataset of Peptide-MHC class II binding affinity with 134,281 pairs from IEDB. Regression. Given a peptide amino acid sequence and an MHC pseudo amino acid sequence, predict their binding affinity value. This is MHC class II binding data. (1) The peptide sequence is CVDAKMTEEDKENALSL. The MHC is DRB1_0701 with pseudo-sequence DRB1_0701. The binding affinity (normalized) is 0.242. (2) The peptide sequence is GRGGWCYYAAAQKEV. The MHC is HLA-DQA10501-DQB10303 with pseudo-sequence HLA-DQA10501-DQB10303. The binding affinity (normalized) is 0.211. (3) The peptide sequence is YDKFLLNVSTVLTGK. The MHC is DRB1_1101 with pseudo-sequence DRB1_1101. The binding affinity (normalized) is 0.748. (4) The binding affinity (normalized) is 0.359. The MHC is HLA-DQA10501-DQB10402 with pseudo-sequence HLA-DQA10501-DQB10402. The peptide sequence is ILVTVNPIASTNDDE. (5) The peptide sequence is YMKFLANVSTVLTGK. The MHC is DRB1_1101 with pseudo-sequence DRB1_1101. The binding affinity (normalized) is 0.616. (6) The peptide sequence is KGSPEFDWILGWTIK. The MHC is DRB1_0802 with pseudo-sequence DRB1_0802. The binding affinity (normalized) is 0.0229. (7) The binding affinity (normalized) is 0.656. The MHC is HLA-DQA10401-DQB10402 with pseudo-sequence HLA-DQA10401-DQB10402. The peptide sequence is FETIVVTVDSLPEFK. (8) The peptide sequence is GPLRISASSAAQRRG. The MHC is DRB1_0901 with pseudo-sequence DRB1_0901. The binding affinity (normalized) is 0.714. (9) The peptide sequence is EKKYFAATQFEPLIA. The MHC is DRB1_1001 with pseudo-sequence DRB1_1001. The binding affinity (normalized) is 0.657. (10) The MHC is DRB1_0401 with pseudo-sequence DRB1_0401. The binding affinity (normalized) is 0.618. The peptide sequence is YDKFLANVSTGLTGK.